Predict the reactants needed to synthesize the given product. From a dataset of Full USPTO retrosynthesis dataset with 1.9M reactions from patents (1976-2016). (1) Given the product [F:57][C:49]1[C:50]([F:56])=[C:51]([CH:52]=[O:53])[CH:54]=[CH:55][C:48]=1[C:3]1[CH:4]=[CH:5][C:6]([F:8])=[CH:7][C:2]=1[F:1], predict the reactants needed to synthesize it. The reactants are: [F:1][C:2]1[CH:7]=[C:6]([F:8])[CH:5]=[CH:4][C:3]=1B(O)O.C1(P(C2CCCCC2)C2C=CC=CC=2C2C(OC)=CC=CC=2OC)CCCCC1.C(=O)([O-])[O-].[Na+].[Na+].Br[C:48]1[CH:55]=[CH:54][C:51]([CH:52]=[O:53])=[C:50]([F:56])[C:49]=1[F:57]. (2) Given the product [OH:13][CH:14]1[CH2:19][CH2:18][N:17]([C:2]2[NH:10][C:9]3[C:4](=[N:5][CH:6]=[CH:7][CH:8]=3)[C:3]=2[C:11]#[N:12])[CH2:16][CH2:15]1, predict the reactants needed to synthesize it. The reactants are: Cl[C:2]1[NH:10][C:9]2[C:4](=[N:5][CH:6]=[CH:7][CH:8]=2)[C:3]=1[C:11]#[N:12].[OH:13][CH:14]1[CH2:19][CH2:18][NH:17][CH2:16][CH2:15]1. (3) Given the product [F:43][C:40]1[CH:41]=[CH:42][C:33]([CH2:32][NH:31][C:21]([C:10]2[N:11]=[C:12]3[N:17]([C:18](=[O:19])[C:9]=2[O:8][CH2:1][C:2]2[CH:3]=[CH:4][CH:5]=[CH:6][CH:7]=2)[CH2:16][CH2:15][O:14][CH:13]3[CH3:20])=[O:23])=[C:34]([C:35](=[O:36])[NH:37][CH3:38])[CH:39]=1, predict the reactants needed to synthesize it. The reactants are: [CH2:1]([O:8][C:9]1[C:18](=[O:19])[N:17]2[C:12]([CH:13]([CH3:20])[O:14][CH2:15][CH2:16]2)=[N:11][C:10]=1[C:21]([OH:23])=O)[C:2]1[CH:7]=[CH:6][CH:5]=[CH:4][CH:3]=1.FC(F)(F)C(O)=O.[NH2:31][CH2:32][C:33]1[CH:42]=[CH:41][C:40]([F:43])=[CH:39][C:34]=1[C:35]([NH:37][CH3:38])=[O:36].C(N(CC)CC)C.F[P-](F)(F)(F)(F)F.N1(O[P+](N2CCCC2)(N2CCCC2)N2CCCC2)C2C=CC=CC=2N=N1. (4) Given the product [Cl:1][C:2]1[CH:3]=[C:4]([C:8]2[C:13]([O:14][CH3:15])=[CH:12][CH:11]=[C:10]([CH2:16][C:17]3[CH:18]=[CH:19][C:20]([N:44]4[CH2:43][CH2:47][CH:46]([OH:26])[CH2:45]4)=[N:21][CH:22]=3)[C:9]=2[F:24])[CH:5]=[CH:6][CH:7]=1, predict the reactants needed to synthesize it. The reactants are: [Cl:1][C:2]1[CH:3]=[C:4]([C:8]2[C:13]([O:14][CH3:15])=[CH:12][CH:11]=[C:10]([CH2:16][C:17]3[CH:18]=[CH:19][C:20](F)=[N:21][CH:22]=3)[C:9]=2[F:24])[CH:5]=[CH:6][CH:7]=1.[N+](C1C=C(B(O)O)C=CC=1)([O-])=[O:26].N12[CH2:47][CH2:46][CH2:45][N:44]=[C:43]1CCCCC2. (5) Given the product [Br:1][C:2]1[C:7]([O:8][CH2:13][CH2:12][CH:11]=[CH2:10])=[CH:6][CH:5]=[C:4]([Br:9])[N:3]=1, predict the reactants needed to synthesize it. The reactants are: [Br:1][C:2]1[C:7]([OH:8])=[CH:6][CH:5]=[C:4]([Br:9])[N:3]=1.[CH2:10](O)[CH2:11][CH:12]=[CH2:13].C1(P(C2C=CC=CC=2)C2C=CC=CC=2)C=CC=CC=1.CCOC(/N=N/C(OCC)=O)=O.